Dataset: Forward reaction prediction with 1.9M reactions from USPTO patents (1976-2016). Task: Predict the product of the given reaction. (1) Given the reactants [C:1]([O:5][C:6](=[O:17])[NH:7][CH2:8][C:9]1[C:14]([Br:15])=[CH:13][N:12]=[C:11]([NH2:16])[CH:10]=1)([CH3:4])([CH3:3])[CH3:2].[CH2:18]([O:20][C:21](=[O:26])[CH:22](Cl)[CH:23]=O)[CH3:19], predict the reaction product. The product is: [CH2:18]([O:20][C:21]([C:22]1[N:12]2[CH:13]=[C:14]([Br:15])[C:9]([CH2:8][NH:7][C:6]([O:5][C:1]([CH3:4])([CH3:2])[CH3:3])=[O:17])=[CH:10][C:11]2=[N:16][CH:23]=1)=[O:26])[CH3:19]. (2) Given the reactants [Cl:1][C:2]1[CH:7]=[CH:6][C:5]([C:8]2[S:12][C:11]([C:13]([O:15]CC)=[O:14])=[CH:10][CH:9]=2)=[CH:4][CH:3]=1.[OH-].[Na+].Cl, predict the reaction product. The product is: [Cl:1][C:2]1[CH:3]=[CH:4][C:5]([C:8]2[S:12][C:11]([C:13]([OH:15])=[O:14])=[CH:10][CH:9]=2)=[CH:6][CH:7]=1. (3) Given the reactants [CH2:1]1[CH:6]2[CH2:7][C:8]3([C:10]([OH:12])=O)[CH2:9][CH:2]1[CH2:3][CH:4]3[CH2:5]2.[CH3:13][NH:14][CH2:15][C:16]1[S:17][CH:18]=[CH:19][CH:20]=1.C(N(CC)CC)C.CCN=C=NCCCN(C)C, predict the reaction product. The product is: [CH3:13][N:14]([CH2:15][C:16]1[S:17][CH:18]=[CH:19][CH:20]=1)[C:10]([C:8]12[CH2:7][CH:6]3[CH2:1][CH:2]([CH2:3][CH:4]1[CH2:5]3)[CH2:9]2)=[O:12]. (4) The product is: [Cl:1][C:2]1[C:3]([C:9]([NH:17][C:15]2[S:14][CH:13]=[CH:12][N:16]=2)=[O:11])=[N:4][C:5]([Cl:8])=[CH:6][CH:7]=1. Given the reactants [Cl:1][C:2]1[C:3]([C:9]([OH:11])=O)=[N:4][C:5]([Cl:8])=[CH:6][CH:7]=1.[CH:12]1[N:16]=[C:15]([NH2:17])[S:14][CH:13]=1.O.ON1C2C=CC=CC=2N=N1.Cl.CN(C)CCCN=C=NCC, predict the reaction product. (5) The product is: [CH2:1]([NH:8][C@H:9]([CH2:10][O:11][Si:12]([C:15]([CH3:18])([CH3:17])[CH3:16])([CH3:13])[CH3:14])[CH2:19][OH:20])[C:2]1[CH:7]=[CH:6][CH:5]=[CH:4][CH:3]=1. Given the reactants [CH2:1]([NH:8][C@@H:9]([C:19](OC)=[O:20])[CH2:10][O:11][Si:12]([C:15]([CH3:18])([CH3:17])[CH3:16])([CH3:14])[CH3:13])[C:2]1[CH:7]=[CH:6][CH:5]=[CH:4][CH:3]=1.[Li+].[BH4-].CO, predict the reaction product. (6) The product is: [O:23]1[C:15]([C:16]2[CH:21]=[CH:20][C:19]([OH:22])=[CH:18][CH:17]=2)=[N:14][CH:13]=[N:11]1. Given the reactants Cl.NO.[OH-].[Na+].C(O)(=O)C.C[N:11](/[CH:13]=[N:14]/[C:15](=[O:23])[C:16]1[CH:21]=[CH:20][C:19]([OH:22])=[CH:18][CH:17]=1)C, predict the reaction product. (7) Given the reactants [CH:1]1(O)[CH2:4][CH2:3][CH2:2]1.N1C=CC=CC=1.[F:12][C:13]([F:26])([F:25])[S:14]([O:17]S(C(F)(F)F)(=O)=O)(=[O:16])=[O:15].[C:27]1([S:33][C:34]2[CH:39]=[CH:38][CH:37]=[CH:36][CH:35]=2)[CH:32]=[CH:31][CH:30]=[CH:29][CH:28]=1, predict the reaction product. The product is: [F:12][C:13]([F:26])([F:25])[S:14]([O-:17])(=[O:16])=[O:15].[CH:1]1([S+:33]([C:34]2[CH:35]=[CH:36][CH:37]=[CH:38][CH:39]=2)[C:27]2[CH:32]=[CH:31][CH:30]=[CH:29][CH:28]=2)[CH2:4][CH2:3][CH2:2]1.